From a dataset of Reaction yield outcomes from USPTO patents with 853,638 reactions. Predict the reaction yield, written as a fraction of the theoretical maximum amount of product (1.0 means a 100% yield; for example, 0.34 means a 34% yield). (1) The reactants are [OH:1][C@H:2]1[CH2:6][CH2:5][N:4]([C:7](=[O:10])[CH2:8][CH3:9])[CH2:3]1.[H-].[Na+].[CH2:13]([N:20]1[CH2:30][CH2:29][C:23]2[N:24]=[CH:25][N:26]=[C:27](Cl)[C:22]=2[CH2:21]1)[C:14]1[CH:19]=[CH:18][CH:17]=[CH:16][CH:15]=1. The catalyst is C1COCC1. The product is [CH2:13]([N:20]1[CH2:30][CH2:29][C:23]2[N:24]=[CH:25][N:26]=[C:27]([O:1][C@H:2]3[CH2:6][CH2:5][N:4]([C:7](=[O:10])[CH2:8][CH3:9])[CH2:3]3)[C:22]=2[CH2:21]1)[C:14]1[CH:15]=[CH:16][CH:17]=[CH:18][CH:19]=1. The yield is 0.780. (2) The product is [C:1]1([CH3:14])[CH:6]=[CH:5][CH:4]=[C:3]([C:7]2([C:10]([F:11])([F:13])[F:12])[N:9]=[N:8]2)[CH:2]=1. The yield is 0.800. The catalyst is C(O)C. The reactants are [C:1]1([CH3:14])[CH:6]=[CH:5][CH:4]=[C:3]([C:7]2([C:10]([F:13])([F:12])[F:11])[NH:9][NH:8]2)[CH:2]=1.C(N(CC)CC)C.ClOC(C)(C)C.S([O-])([O-])=O.[Na+].[Na+].